Dataset: Forward reaction prediction with 1.9M reactions from USPTO patents (1976-2016). Task: Predict the product of the given reaction. Given the reactants [C:1]1([CH:7]2[S:12][CH2:11][CH2:10][CH2:9][S:8]2)[CH:6]=[CH:5][CH:4]=[CH:3][CH:2]=1.[Li]CCCC.[F:18][C:19]1[CH:20]=[C:21]([CH:24]=[C:25]([F:27])[CH:26]=1)[CH:22]=[O:23], predict the reaction product. The product is: [F:18][C:19]1[CH:20]=[C:21]([CH:22]([C:7]2([C:1]3[CH:2]=[CH:3][CH:4]=[CH:5][CH:6]=3)[S:8][CH2:9][CH2:10][CH2:11][S:12]2)[OH:23])[CH:24]=[C:25]([F:27])[CH:26]=1.